From a dataset of Peptide-MHC class I binding affinity with 185,985 pairs from IEDB/IMGT. Regression. Given a peptide amino acid sequence and an MHC pseudo amino acid sequence, predict their binding affinity value. This is MHC class I binding data. The peptide sequence is IVTSLAIKNY. The MHC is HLA-A33:01 with pseudo-sequence HLA-A33:01. The binding affinity (normalized) is 0.201.